From a dataset of Experimentally validated miRNA-target interactions with 360,000+ pairs, plus equal number of negative samples. Binary Classification. Given a miRNA mature sequence and a target amino acid sequence, predict their likelihood of interaction. (1) The miRNA is hsa-miR-1914-5p with sequence CCCUGUGCCCGGCCCACUUCUG. The protein sequence of the target gene is MAASAARGAAALRRSINQPVAFVRRIPWTAASSQLKEHFAQFGHVRRCILPFDKETGFHRGLGWVQFSSEEGLRNALQQENHIIDGVKVQVHTRRPKLPQTSDDEKKDF. Result: 1 (interaction). (2) The miRNA is mmu-miR-148b-3p with sequence UCAGUGCAUCACAGAACUUUGU. The protein sequence of the target gene is MKAAVDLKPTLTIIKTEKVDLELFPSPDMECADVPLLTPSSKEMMSQALKATFSGFTKEQQRLGIPKDPRQWTETHVRDWVMWAVNEFSLKGVDFQKFCMSGAALCALGKECFLELAPDFVGDILWEHLEILQKEDVKPYQVNGANPTYPESCYTSDYFISYGIEHAQCVPPSEFSEPSFITESYQTLHPISSEELLSLKYENDYPSVILQDPLQTDTLQTDYFAIKQEVLTPDNMCLGRASRGKLGGQDSFESVESYDSCDRLTQSWSSQSSFNSLQRVPSYDSFDYEDYPAALPNHKP.... Result: 1 (interaction). (3) The miRNA is hsa-miR-7111-5p with sequence UGGGGGAGGAAGGACAGGCCAU. The protein sequence of the target gene is MASPSPPPESKGLLTFEDVAVFFTQEEWDYLDPAQRSLYKDVMMENYGNLVSLDVLNRDKDEEPTVKQEIEEIEEEVEPQGVIVTRIKSEIDQDPMGRETFELVGRLDKQRGIFLWEIPRESLTQEQRMFRENTNIIRKRPNSEEKCHKCEECGKGFVRKAHFIQHQRVHTGEKPFQCNECGKSFSRSSFVIEHQRIHTGERPYECNYCGKTFSVSSTLIRHQRIHTGERPYQCNQCKQSFSQRRSLVKHQRIHTGEKPHKCSDCGKAFSWKSHLIEHQRTHTGEKPYHCTKCKKSFSRN.... Result: 0 (no interaction). (4) The miRNA is hsa-miR-17-5p with sequence CAAAGUGCUUACAGUGCAGGUAG. The protein sequence of the target gene is MAEESSCTRDCMSFSVLNWDQVSRLHEVLTEVVPIHGRGNFPTLEITLKDIVQTVRSRLEEAGIKVHDVRLNGSAAGHVLVKDNGLGCKDLDLIFHVALPTEAEFQLVRDVVLCSLLNFLPEGVNKLKISPVTLKEAYVQKLVKVCTDTDRWSLISLSNKNGKNVELKFVDSIRRQFEFSVDSFQIILDSLLFFYDCSNNPISEHFHPTVIGESMYGDFEEAFDHLQNRLIATKNPEEIRGGGLLKYSNLLVRDFRPTDQEEIKTLERYMCSRFFIDFPDILEQQRKLETYLQNHFAEEE.... Result: 1 (interaction). (5) The miRNA is hsa-miR-562 with sequence AAAGUAGCUGUACCAUUUGC. The protein sequence of the target gene is MIRGRAPRTRPSPPPPLLPLLSLSLLLLSPTVRGDCGPPPDIPNARPILGRHSKFAEQSKVAYSCNNGFKQVPDKSNIVVCLENGQWSSHETFCEKSCVAPERLSFASLKKEYLNMNFFPVGTIVEYECRPGFRKQPPLPGKATCLEDLVWSPVAQFCKKKSCPNPKDLDNGHINIPTGILFGSEINFSCNPGYRLVGVSSTFCSVTGNTVDWDDEFPVCTEIHCPEPPKINNGIMRGESDSYTYSQVVTYSCDKGFILVGNASIYCTVSKSDVGQWSSPPPRCIEKSKVPTKKPTINVP.... Result: 0 (no interaction). (6) The miRNA is hsa-miR-382-5p with sequence GAAGUUGUUCGUGGUGGAUUCG. The protein sequence of the target gene is MSFDPNLLHNNGHNGYPNGTSAALRETGVIEKLLTSYGFIQCSERQARLFFHCSQYNGNLQDLKVGDDVEFEVSSDRRTGKPIAIKLVKIKPEIHPEERMNGQVVCAVPHNLESKSPAAPGQSPTGSVCYERNGEVFYLTYTSEDVEGNVQLETGDKINFVIDNNKHTGAVSARNIMLLKKKQARCQGVVCAMKEAFGFIERGDVVKEIFFHYSEFKGDLETLQPGDDVEFTIKDRNGKEVATDVRLLPQGTVIFEDISIEHFEGTVTKVIPKVPSKNQNDPLPGRIKVDFVIPKELPFG.... Result: 0 (no interaction). (7) The miRNA is hsa-miR-1206 with sequence UGUUCAUGUAGAUGUUUAAGC. The protein sequence of the target gene is MIPCRAALTFARCLIRRKIVTLDSLEDTKLCRCLSTMDLIALGVGSTLGAGVYVLAGEVAKADSGPSIVVSFLIAALASVMAGLCYAEFGARVPKTGSAYLYTYVTVGELWAFITGWNLILSYVIGTSSVARAWSGTFDELLSKQIGQFLRTYFRMNYTGLAEYPDFFAVCLILLLAGLLSFGVKESAWVNKVFTAVNILVLLFVMVAGFVKGNVANWKISEEFLKNISASAREPPSENGTSIYGAGGFMPYGFTGTLAGAATCFYAFVGFDCIATTGEEVRNPQKAIPIGIVTSLLVCF.... Result: 1 (interaction).